Dataset: Catalyst prediction with 721,799 reactions and 888 catalyst types from USPTO. Task: Predict which catalyst facilitates the given reaction. (1) Reactant: [NH2:1][C@H:2]([CH2:16][C:17]1[CH:22]=[CH:21][C:20]([Cl:23])=[CH:19][C:18]=1[Cl:24])[C:3]([N:5]1[CH2:13][C:12]2[C:7](=[CH:8][CH:9]=[C:10]([CH2:14][NH2:15])[CH:11]=2)[CH2:6]1)=[O:4].[CH3:25][N:26]([CH3:36])[C:27]1[CH:32]=[CH:31][C:30]([N:33]=[C:34]=[O:35])=[CH:29][CH:28]=1.CCN(CC)CC. Product: [NH2:1][C@H:2]([CH2:16][C:17]1[CH:22]=[CH:21][C:20]([Cl:23])=[CH:19][C:18]=1[Cl:24])[C:3]([N:5]1[CH2:13][C:12]2[C:7](=[CH:8][CH:9]=[C:10]([CH2:14][NH:15][C:34]([NH:33][C:30]3[CH:31]=[CH:32][C:27]([N:26]([CH3:36])[CH3:25])=[CH:28][CH:29]=3)=[O:35])[CH:11]=2)[CH2:6]1)=[O:4]. The catalyst class is: 1. (2) Reactant: [N+:1]([CH2:4][C:5]([NH2:7])=[O:6])([O-:3])=[O:2].C(O/[CH:11]=[CH:12]/[C:13](=O)[C:14]([F:17])([F:16])[F:15])C.[O-]CC.[Na+].Cl. Product: [N+:1]([C:4]1[C:5]([OH:6])=[N:7][C:13]([C:14]([F:17])([F:16])[F:15])=[CH:12][CH:11]=1)([O-:3])=[O:2]. The catalyst class is: 40. (3) Reactant: [Br:1][C:2]1[CH:3]=[CH:4][C:5]2[O:10][CH2:9][C:8](=[O:11])[NH:7][C:6]=2[CH:12]=1.C(N(CC)C(C)C)(C)C.[I-].[Na+].Cl[CH2:25][O:26][CH3:27]. Product: [Br:1][C:2]1[CH:3]=[CH:4][C:5]2[O:10][CH2:9][C:8](=[O:11])[N:7]([CH2:25][O:26][CH3:27])[C:6]=2[CH:12]=1. The catalyst class is: 417.